Task: Predict the product of the given reaction.. Dataset: Forward reaction prediction with 1.9M reactions from USPTO patents (1976-2016) (1) Given the reactants [CH:1]1([N:4]2[C:13]3[C:8](=[C:9]([N+:18]([O-])=O)[C:10]([F:17])=[C:11]([F:16])[C:12]=3[O:14][CH3:15])[C:7](=[O:21])[C:6]([C:22]([O:24][CH2:25][CH3:26])=[O:23])=[C:5]2[C:27]2[CH:32]=[CH:31][CH:30]=[CH:29][CH:28]=2)[CH2:3][CH2:2]1, predict the reaction product. The product is: [NH2:18][C:9]1[C:10]([F:17])=[C:11]([F:16])[C:12]([O:14][CH3:15])=[C:13]2[C:8]=1[C:7](=[O:21])[C:6]([C:22]([O:24][CH2:25][CH3:26])=[O:23])=[C:5]([C:27]1[CH:28]=[CH:29][CH:30]=[CH:31][CH:32]=1)[N:4]2[CH:1]1[CH2:2][CH2:3]1. (2) Given the reactants [Br:1][C:2]1[C:3]2[CH:12]=[C:11]([C:13]([OH:15])=O)[NH:10][C:4]=2[C:5](=[O:9])[N:6]([CH3:8])[CH:7]=1.CN(C(O[N:24]1N=N[C:26]2C=CC=N[C:25]1=2)=[N+](C)C)C.F[P-](F)(F)(F)(F)F.C(N(C(C)C)C(C)C)C.C(N)C, predict the reaction product. The product is: [Br:1][C:2]1[C:3]2[CH:12]=[C:11]([C:13]([NH:24][CH2:25][CH3:26])=[O:15])[NH:10][C:4]=2[C:5](=[O:9])[N:6]([CH3:8])[CH:7]=1. (3) Given the reactants F[C:2]1[CH:9]=[C:8]([N:10]2[C:22]3[CH:21]=[CH:20][CH:19]=[C:18]([C:23]4[CH:24]=[N:25][C:26]5[C:31]([CH:32]=4)=[CH:30][CH:29]=[CH:28][CH:27]=5)[C:17]=3[C:16]3[C:11]2=[CH:12][CH:13]=[CH:14][CH:15]=3)[CH:7]=[CH:6][C:3]=1[C:4]#[N:5].C(=O)([O-])[O-].[K+].[K+].[NH2:39][CH2:40][CH2:41][C:42]1[CH:47]=[CH:46][CH:45]=[CH:44][N:43]=1.[OH-:48].[Na+].OO, predict the reaction product. The product is: [N:25]1[C:26]2[C:31](=[CH:30][CH:29]=[CH:28][CH:27]=2)[CH:32]=[C:23]([C:18]2[C:17]3[C:16]4[C:11](=[CH:12][CH:13]=[CH:14][CH:15]=4)[N:10]([C:8]4[CH:7]=[CH:6][C:3]([C:4]([NH2:5])=[O:48])=[C:2]([NH:39][CH2:40][CH2:41][C:42]5[CH:47]=[CH:46][CH:45]=[CH:44][N:43]=5)[CH:9]=4)[C:22]=3[CH:21]=[CH:20][CH:19]=2)[CH:24]=1.